From a dataset of Catalyst prediction with 721,799 reactions and 888 catalyst types from USPTO. Predict which catalyst facilitates the given reaction. (1) Reactant: [C:1]1([CH:8]=[CH:7][C:5]([OH:6])=[CH:4][CH:3]=1)[OH:2].[S:9](=O)(=[O:12])([OH:11])[OH:10].C(C(CCCC)C([O-])=O)C.[K+:24]. Product: [K+:24].[OH:2][C:1]1[CH:8]=[CH:7][C:5]([OH:6])=[CH:4][C:3]=1[S:9]([O-:12])(=[O:11])=[O:10]. The catalyst class is: 13. (2) Product: [CH3:29][N:30]1[CH:34]=[N:33][N:32]=[C:31]1[CH:35]1[CH2:40][CH2:39][N:38]([C:41]2[CH:42]=[CH:43][C:44]([CH2:45][NH:46][C:24]([C:20]3[N:21]([CH3:23])[CH:22]=[C:18]([NH:17][C:15]([C:10]4[C:9]([C:6]5[CH:7]=[CH:8][C:3]([C:2]([F:28])([F:27])[F:1])=[CH:4][CH:5]=5)=[CH:14][CH:13]=[CH:12][CH:11]=4)=[O:16])[CH:19]=3)=[O:25])=[CH:47][CH:48]=2)[CH2:37][CH2:36]1. The catalyst class is: 7. Reactant: [F:1][C:2]([F:28])([F:27])[C:3]1[CH:8]=[CH:7][C:6]([C:9]2[C:10]([C:15]([NH:17][C:18]3[CH:19]=[C:20]([C:24](O)=[O:25])[N:21]([CH3:23])[CH:22]=3)=[O:16])=[CH:11][CH:12]=[CH:13][CH:14]=2)=[CH:5][CH:4]=1.[CH3:29][N:30]1[CH:34]=[N:33][N:32]=[C:31]1[CH:35]1[CH2:40][CH2:39][N:38]([C:41]2[CH:48]=[CH:47][C:44]([CH2:45][NH2:46])=[CH:43][CH:42]=2)[CH2:37][CH2:36]1.CN(C(ON1N=NC2C=CC=CC1=2)=[N+](C)C)C.[B-](F)(F)(F)F.C(N(CC)CC)C. (3) Reactant: [C:1]([O:4][C:5]1[C:13]2[O:12][C:11]([CH3:15])([CH3:14])[CH2:10][C:9]=2[CH:8]=[CH:7][CH:6]=1)(=[O:3])[CH3:2].[Cl:16]N1C(=O)CCC1=O. Product: [C:1]([O:4][C:5]1[C:13]2[O:12][C:11]([CH3:15])([CH3:14])[CH2:10][C:9]=2[CH:8]=[C:7]([Cl:16])[CH:6]=1)(=[O:3])[CH3:2]. The catalyst class is: 15. (4) Reactant: [CH2:1]([O:8][N:9]1[C:15](=[O:16])[N:14]2[CH2:17][C@H:10]1[CH2:11][CH2:12][C@H:13]2[C:18]([OH:20])=O)[C:2]1[CH:7]=[CH:6][CH:5]=[CH:4][CH:3]=1.[NH:21]([C:23](=[O:39])[CH:24]([NH:31][C:32](=[O:38])[O:33][C:34]([CH3:37])([CH3:36])[CH3:35])[C:25]1[CH:30]=[CH:29][CH:28]=[CH:27][CH:26]=1)[NH2:22].ON1C2C=CC=CC=2N=N1.Cl.C(N=C=NCCCN(C)C)C. Product: [C:34]([O:33][C:32](=[O:38])[NH:31][CH:24]([C:25]1[CH:26]=[CH:27][CH:28]=[CH:29][CH:30]=1)[C:23]([NH:21][NH:22][C:18]([C@@H:13]1[CH2:12][CH2:11][C@@H:10]2[CH2:17][N:14]1[C:15](=[O:16])[N:9]2[O:8][CH2:1][C:2]1[CH:3]=[CH:4][CH:5]=[CH:6][CH:7]=1)=[O:20])=[O:39])([CH3:37])([CH3:35])[CH3:36]. The catalyst class is: 2. (5) Reactant: [Br:1]Br.[F:3][C:4]([C:14]([F:32])([F:31])[C:15]([F:30])([F:29])[C:16]([F:28])([F:27])[C:17]([F:26])([F:25])[C:18]([F:24])([F:23])[C:19]([F:22])([F:21])[F:20])([C:6]1[S:7][C:8](F)=[C:9]([F:12])[C:10]=1[F:11])[OH:5].C([O-])(O)=O.[Na+]. Product: [F:3][C:4]([C:14]([F:32])([F:31])[C:15]([F:30])([F:29])[C:16]([F:28])([F:27])[C:17]([F:26])([F:25])[C:18]([F:24])([F:23])[C:19]([F:22])([F:21])[F:20])([C:6]1[S:7][C:8]([Br:1])=[C:9]([F:12])[C:10]=1[F:11])[OH:5]. The catalyst class is: 2. (6) Reactant: [Li+].C[Si]([N-][Si](C)(C)C)(C)C.[CH3:11][O:12][C:13](=[O:23])[CH2:14][C:15]1[CH:20]=[CH:19][C:18]([F:21])=[C:17]([F:22])[CH:16]=1.C1C=CC(S(N(S(C2C=CC=CC=2)(=O)=O)[F:34])(=O)=O)=CC=1. Product: [F:22][C:17]1[CH:16]=[C:15]([CH:14]([F:34])[C:13]([O:12][CH3:11])=[O:23])[CH:20]=[CH:19][C:18]=1[F:21]. The catalyst class is: 1. (7) Reactant: [CH:1]([C:3]1[CH:4]=[C:5]([C:14]([O:16][CH2:17][CH3:18])=[O:15])[C:6](=[O:13])[N:7]2[C:12]=1[CH:11]=[CH:10][CH:9]=[CH:8]2)=[O:2].C1COCC1.[C:24]1([Mg]Br)[CH:29]=[CH:28][CH:27]=[CH:26][CH:25]=1.[Cl-].[NH4+]. Product: [OH:2][CH:1]([C:24]1[CH:29]=[CH:28][CH:27]=[CH:26][CH:25]=1)[C:3]1[CH:4]=[C:5]([C:14]([O:16][CH2:17][CH3:18])=[O:15])[C:6](=[O:13])[N:7]2[C:12]=1[CH:11]=[CH:10][CH:9]=[CH:8]2. The catalyst class is: 2.